Dataset: Full USPTO retrosynthesis dataset with 1.9M reactions from patents (1976-2016). Task: Predict the reactants needed to synthesize the given product. Given the product [CH3:33][N:2]([CH3:1])[C:3]1([C:26]2[CH:27]=[CH:28][C:29]([F:32])=[CH:30][CH:31]=2)[CH2:8][CH2:7][CH:6]([CH2:9][C:10]([N:12]2[CH2:16][CH2:15][CH:14]([C:17]3[C:25]4[C:20](=[CH:21][CH:22]=[CH:23][CH:24]=4)[NH:19][CH:18]=3)[CH2:13]2)=[O:11])[CH2:5][CH2:4]1, predict the reactants needed to synthesize it. The reactants are: [CH3:1][N:2]([CH3:33])[C:3]1([C:26]2[CH:31]=[CH:30][C:29]([F:32])=[CH:28][CH:27]=2)[CH2:8][CH2:7][C:6](=[CH:9][C:10]([N:12]2[CH2:16][CH2:15][CH:14]([C:17]3[C:25]4[C:20](=[CH:21][CH:22]=[CH:23][CH:24]=4)[NH:19][CH:18]=3)[CH2:13]2)=[O:11])[CH2:5][CH2:4]1.